Dataset: Full USPTO retrosynthesis dataset with 1.9M reactions from patents (1976-2016). Task: Predict the reactants needed to synthesize the given product. (1) Given the product [Cl:1][C:2]1[CH:17]=[CH:16][CH:15]=[CH:14][C:3]=1[CH2:4][CH:5]1[CH2:6][CH2:7][CH:8]([CH2:11][OH:12])[CH2:9][CH2:10]1, predict the reactants needed to synthesize it. The reactants are: [Cl:1][C:2]1[CH:17]=[CH:16][CH:15]=[CH:14][C:3]=1[CH2:4][CH:5]1[CH2:10][CH2:9][CH:8]([C:11](O)=[O:12])[CH2:7][CH2:6]1.[H-].[Al+3].[Li+].[H-].[H-].[H-]. (2) Given the product [P:16]([CH2:29][CH2:30][CH2:31][PH:7][C:1]1[CH:6]=[CH:5][CH:4]=[CH:3][CH:2]=1)([C:23]1[CH:28]=[CH:27][CH:26]=[CH:25][CH:24]=1)[C:17]1[CH:22]=[CH:21][CH:20]=[CH:19][CH:18]=1, predict the reactants needed to synthesize it. The reactants are: [C:1]1([PH2:7])[CH:6]=[CH:5][CH:4]=[CH:3][CH:2]=1.C([N-]C(C)C)(C)C.[Li+].[P:16]([CH2:29][CH2:30][CH2:31]Cl)([C:23]1[CH:28]=[CH:27][CH:26]=[CH:25][CH:24]=1)[C:17]1[CH:22]=[CH:21][CH:20]=[CH:19][CH:18]=1.[Li]. (3) Given the product [NH2:1][C:2]1[CH:3]=[C:4]([C@H:21]2[CH2:23][C@H:22]2[C:24]([OH:26])=[O:25])[CH:5]=[CH:6][C:7]=1[N:8]([CH:15]1[CH2:20][CH2:19][CH2:18][CH2:17][CH2:16]1)[CH2:9][CH2:10][C:11]([F:12])([F:13])[F:14], predict the reactants needed to synthesize it. The reactants are: [NH2:1][C:2]1[CH:3]=[C:4]([C@H:21]2[CH2:23][C@H:22]2[C:24]([O:26]CC)=[O:25])[CH:5]=[CH:6][C:7]=1[N:8]([CH:15]1[CH2:20][CH2:19][CH2:18][CH2:17][CH2:16]1)[CH2:9][CH2:10][C:11]([F:14])([F:13])[F:12].[OH-].[Li+].Cl. (4) Given the product [F:32][C@H:20]1[C@@H:19]([NH:18][C:16](=[O:17])[O:15][CH2:8][C:9]2[CH:14]=[CH:13][CH:12]=[CH:11][CH:10]=2)[CH2:24][CH2:23][NH:22][CH2:21]1, predict the reactants needed to synthesize it. The reactants are: FC(F)(F)C(O)=O.[CH2:8]([O:15][C:16]([NH:18][C@H:19]1[CH2:24][CH2:23][N:22](C(OC(C)(C)C)=O)[CH2:21][C@H:20]1[F:32])=[O:17])[C:9]1[CH:14]=[CH:13][CH:12]=[CH:11][CH:10]=1.